Dataset: CYP2C9 inhibition data for predicting drug metabolism from PubChem BioAssay. Task: Regression/Classification. Given a drug SMILES string, predict its absorption, distribution, metabolism, or excretion properties. Task type varies by dataset: regression for continuous measurements (e.g., permeability, clearance, half-life) or binary classification for categorical outcomes (e.g., BBB penetration, CYP inhibition). Dataset: cyp2c9_veith. (1) The drug is COc1ccccc1CN1CC2(CCN(C(=O)c3ccncc3)CC2)C1. The result is 0 (non-inhibitor). (2) The compound is O=C(c1[nH]o[n+](=O)c1C(=O)c1csc2ccccc12)c1csc2ccccc12. The result is 1 (inhibitor).